This data is from Full USPTO retrosynthesis dataset with 1.9M reactions from patents (1976-2016). The task is: Predict the reactants needed to synthesize the given product. Given the product [F:11][C:10]1[C:2]([NH:1][C:21](=[O:22])[C:20]2[CH:24]=[CH:25][C:17]([CH3:16])=[N:18][CH:19]=2)=[CH:3][CH:4]=[C:5]2[C:9]=1[N:8]([CH3:12])[C:7](=[O:13])[C:6]2([CH3:15])[CH3:14], predict the reactants needed to synthesize it. The reactants are: [NH2:1][C:2]1[C:10]([F:11])=[C:9]2[C:5]([C:6]([CH3:15])([CH3:14])[C:7](=[O:13])[N:8]2[CH3:12])=[CH:4][CH:3]=1.[CH3:16][C:17]1[CH:25]=[CH:24][C:20]([C:21](O)=[O:22])=[CH:19][N:18]=1.